The task is: Predict the product of the given reaction.. This data is from Forward reaction prediction with 1.9M reactions from USPTO patents (1976-2016). Given the reactants [CH3:1][CH:2]1[NH:7][CH2:6][CH:5]([C:8]([O:10][CH3:11])=[O:9])[CH2:4][CH2:3]1.[C:12](O[C:12]([O:14][C:15]([CH3:18])([CH3:17])[CH3:16])=[O:13])([O:14][C:15]([CH3:18])([CH3:17])[CH3:16])=[O:13].C(N(CC)CC)C, predict the reaction product. The product is: [CH3:1][CH:2]1[N:7]([C:12]([O:14][C:15]([CH3:18])([CH3:17])[CH3:16])=[O:13])[CH2:6][CH:5]([C:8]([O:10][CH3:11])=[O:9])[CH2:4][CH2:3]1.